Dataset: Reaction yield outcomes from USPTO patents with 853,638 reactions. Task: Predict the reaction yield, written as a fraction of the theoretical maximum amount of product (1.0 means a 100% yield; for example, 0.34 means a 34% yield). (1) The yield is 0.860. The reactants are [CH2:1]([N:8]([CH2:12][C:13]1[C:18](Cl)=[N:17][C:16]([Cl:20])=[CH:15][N:14]=1)[CH2:9][CH2:10][OH:11])[C:2]1[CH:7]=[CH:6][CH:5]=[CH:4][CH:3]=1.CC(C)([O-])C.[K+].O. The product is [CH2:1]([N:8]1[CH2:12][C:13]2[N:14]=[CH:15][C:16]([Cl:20])=[N:17][C:18]=2[O:11][CH2:10][CH2:9]1)[C:2]1[CH:7]=[CH:6][CH:5]=[CH:4][CH:3]=1. The catalyst is C1COCC1. (2) The reactants are Cl[CH:2]([CH:15]1[CH2:20][CH2:19][CH2:18][CH2:17][CH2:16]1)[C:3]1[O:4][C:5]2[CH:12]=[CH:11][C:10]([C:13]#[N:14])=[CH:9][C:6]=2[C:7]=1[CH3:8].[NH2:21][C:22]1[CH:31]=[CH:30][C:25]([C:26]([O:28]C)=[O:27])=[CH:24][CH:23]=1.[I-].[Na+].C(=O)([O-])[O-].[Na+].[Na+].Cl.[OH-].[Li+]. The catalyst is C(O)C.O.O1CCCC1.CN(C)C=O. The product is [C:13]([C:10]1[CH:11]=[CH:12][C:5]2[O:4][C:3]([CH:2]([NH:21][C:22]3[CH:31]=[CH:30][C:25]([C:26]([OH:28])=[O:27])=[CH:24][CH:23]=3)[CH:15]3[CH2:20][CH2:19][CH2:18][CH2:17][CH2:16]3)=[C:7]([CH3:8])[C:6]=2[CH:9]=1)#[N:14]. The yield is 0.530.